From a dataset of Reaction yield outcomes from USPTO patents with 853,638 reactions. Predict the reaction yield, written as a fraction of the theoretical maximum amount of product (1.0 means a 100% yield; for example, 0.34 means a 34% yield). (1) The reactants are C1C=CC(P(C2C=CC=CC=2)C2C=CC=CC=2)=CC=1.N(C(OC(C)C)=O)=NC(OC(C)C)=O.[CH3:34][C:35]1[CH:40]=[C:39]([CH3:41])[N:38]=[C:37]([N:42]2[CH2:47][CH2:46][C:45]([O:50][CH2:51][CH2:52]O)([C:48]#[N:49])[CH2:44][CH2:43]2)[N:36]=1.C1(P([N:68]=[N+:69]=[N-:70])(C2C=CC=CC=2)=O)C=CC=CC=1. The catalyst is C1COCC1. The product is [N:68]([CH2:52][CH2:51][O:50][C:45]1([C:48]#[N:49])[CH2:46][CH2:47][N:42]([C:37]2[N:36]=[C:35]([CH3:34])[CH:40]=[C:39]([CH3:41])[N:38]=2)[CH2:43][CH2:44]1)=[N+:69]=[N-:70]. The yield is 0.710. (2) The reactants are [CH3:1][C@H:2]([NH2:11])[C@H:3]([OH:10])[C:4]1[CH:9]=[CH:8][CH:7]=[CH:6][CH:5]=1.[CH3:12][O:13][C:14](=[O:31])[C:15]1[CH:20]=[CH:19][C:18]([N:21]2[C:29]3[C:24](=[CH:25][C:26](I)=[CH:27][CH:28]=3)[CH:23]=[N:22]2)=[CH:17][CH:16]=1.C(=O)([O-])[O-].[Cs+].[Cs+].C(#N)CCC. The catalyst is [Cu]I. The product is [NH2:11][C@@H:2]([CH3:1])[C@@H:3]([C:4]1[CH:5]=[CH:6][CH:7]=[CH:8][CH:9]=1)[O:10][C:26]1[CH:25]=[C:24]2[C:29](=[CH:28][CH:27]=1)[N:21]([C:18]1[CH:19]=[CH:20][C:15]([C:14]([O:13][CH3:12])=[O:31])=[CH:16][CH:17]=1)[N:22]=[CH:23]2. The yield is 0.164.